Dataset: Catalyst prediction with 721,799 reactions and 888 catalyst types from USPTO. Task: Predict which catalyst facilitates the given reaction. (1) Reactant: [CH3:1][NH:2][CH2:3][CH2:4][OH:5].[N+:6]([O-:9])([OH:8])=[O:7]. Product: [N+:6]([O-:9])([O-:8])=[O:7].[CH3:1][NH2+:2][CH2:3][CH2:4][O:5][N+:6]([O-:8])=[O:7]. The catalyst class is: 521. (2) Reactant: C[N:2](C)/[CH:3]=[CH:4]/[C:5]([C:7]1[C:12](=[O:13])[CH:11]=[CH:10][N:9]([C:14]2[CH:19]=[CH:18][CH:17]=[C:16]([O:20][C:21]([F:24])([F:23])[F:22])[CH:15]=2)[N:8]=1)=O.[NH:26]([C:28]1[CH:29]=[C:30]([CH:34]=[CH:35][CH:36]=1)[C:31]([NH2:33])=[O:32])N. Product: [O:13]=[C:12]1[CH:11]=[CH:10][N:9]([C:14]2[CH:19]=[CH:18][CH:17]=[C:16]([O:20][C:21]([F:24])([F:23])[F:22])[CH:15]=2)[N:8]=[C:7]1[C:5]1[N:26]([C:28]2[CH:29]=[C:30]([CH:34]=[CH:35][CH:36]=2)[C:31]([NH2:33])=[O:32])[N:2]=[CH:3][CH:4]=1. The catalyst class is: 15. (3) Reactant: [CH2:1]([O:3][C:4]([C:6]1[CH:11]=[CH:10][C:9]([C:12]2[CH:25]=[CH:24][C:15]([O:16][CH2:17][CH2:18][O:19][CH2:20][C:21](O)=[O:22])=[CH:14][CH:13]=2)=[CH:8][CH:7]=1)=[O:5])[CH3:2].Cl.[NH2:27][C@@H:28]([C:54]([CH3:57])([CH3:56])[CH3:55])[C:29]([N:31]1[CH2:35][C@H:34]([OH:36])[CH2:33][C@H:32]1[C:37]([NH:39][C@H:40]([C:42]1[CH:47]=[CH:46][C:45]([C:48]2[S:52][CH:51]=[N:50][C:49]=2[CH3:53])=[CH:44][CH:43]=1)C)=[O:38])=[O:30].F[B-](F)(F)F.N1(OC(N(C)C)=[N+](C)C)C2C=CC=CC=2N=N1.C(N(C(C)C)CC)(C)C. Product: [OH:36][C@H:34]1[CH2:35][N:31]([C:29](=[O:30])[C@@H:28]([NH:27][C:21]([CH2:20][O:19][CH2:18][CH2:17][O:16][C:15]2[CH:24]=[CH:25][C:12]([C:9]3[CH:10]=[CH:11][C:6]([C:4]([O:3][CH2:1][CH3:2])=[O:5])=[CH:7][CH:8]=3)=[CH:13][CH:14]=2)=[O:22])[C:54]([CH3:55])([CH3:57])[CH3:56])[C@H:32]([C:37](=[O:38])[NH:39][CH2:40][C:42]2[CH:43]=[CH:44][C:45]([C:48]3[S:52][CH:51]=[N:50][C:49]=3[CH3:53])=[CH:46][CH:47]=2)[CH2:33]1. The catalyst class is: 4. (4) Reactant: [Br:1][C:2]1[CH:11]=[CH:10][C:5]2[N:6]=[C:7](Cl)[S:8][C:4]=2[CH:3]=1.CCN(CC)CC.[CH:19]1([N:22]2[CH2:27][CH2:26][NH:25][CH2:24][CH2:23]2)[CH2:21][CH2:20]1. Product: [Br:1][C:2]1[CH:11]=[CH:10][C:5]2[N:6]=[C:7]([N:25]3[CH2:26][CH2:27][N:22]([CH:19]4[CH2:21][CH2:20]4)[CH2:23][CH2:24]3)[S:8][C:4]=2[CH:3]=1. The catalyst class is: 14. (5) Reactant: [Br:1][C:2]1[N:3]=[C:4]([CH2:16]Br)[S:5][C:6]=1[C:7]1[CH:12]=[CH:11][C:10]([CH2:13][CH2:14][CH3:15])=[CH:9][CH:8]=1.[CH3:18][O:19][C:20](=[O:31])[CH2:21][O:22][C:23]1[CH:28]=[CH:27][C:26]([OH:29])=[CH:25][C:24]=1[CH3:30].C([O-])([O-])=O.[Cs+].[Cs+]. Product: [CH3:18][O:19][C:20](=[O:31])[CH2:21][O:22][C:23]1[CH:28]=[CH:27][C:26]([O:29][CH2:16][C:4]2[S:5][C:6]([C:7]3[CH:12]=[CH:11][C:10]([CH2:13][CH2:14][CH3:15])=[CH:9][CH:8]=3)=[C:2]([Br:1])[N:3]=2)=[CH:25][C:24]=1[CH3:30]. The catalyst class is: 23. (6) Reactant: [CH3:1][C:2]1[CH:11]=[C:10]2[C:5]([C:6]([N:19]3[CH2:24][CH2:23][NH:22][CH2:21][CH2:20]3)=[N:7][C:8]([C:12]3[CH:17]=[CH:16][CH:15]=[CH:14][C:13]=3[OH:18])=[N:9]2)=[CH:4][CH:3]=1.C(N(CC)CC)C.[CH:32]1([CH2:37][CH2:38][C:39](Cl)=[O:40])[CH2:36][CH2:35][CH2:34][CH2:33]1. Product: [CH:32]1([CH2:37][CH2:38][C:39]([N:22]2[CH2:23][CH2:24][N:19]([C:6]3[C:5]4[C:10](=[CH:11][C:2]([CH3:1])=[CH:3][CH:4]=4)[N:9]=[C:8]([C:12]4[CH:17]=[CH:16][CH:15]=[CH:14][C:13]=4[OH:18])[N:7]=3)[CH2:20][CH2:21]2)=[O:40])[CH2:36][CH2:35][CH2:34][CH2:33]1. The catalyst class is: 2.